This data is from Reaction yield outcomes from USPTO patents with 853,638 reactions. The task is: Predict the reaction yield, written as a fraction of the theoretical maximum amount of product (1.0 means a 100% yield; for example, 0.34 means a 34% yield). (1) The reactants are [OH:1][CH2:2][CH2:3][CH2:4][CH2:5][CH2:6][CH2:7][CH2:8][CH2:9][CH2:10][CH:11]1[C:20]2[C:15](=[CH:16][C:17]([O:21][CH3:22])=[CH:18][CH:19]=2)[S:14][CH2:13][C:12]1([C:24]1[CH:29]=[CH:28][C:27]([F:30])=[CH:26][CH:25]=1)[CH3:23].[CH3:31][S:32](Cl)(=[O:34])=[O:33].C(N(CC)CC)C.O. The catalyst is ClCCl.C(OCC)(=O)C.CCCCCC. The product is [F:30][C:27]1[CH:26]=[CH:25][C:24]([C:12]2([CH3:23])[CH:11]([CH2:10][CH2:9][CH2:8][CH2:7][CH2:6][CH2:5][CH2:4][CH2:3][CH2:2][O:1][S:32]([CH3:31])(=[O:34])=[O:33])[C:20]3[C:15](=[CH:16][C:17]([O:21][CH3:22])=[CH:18][CH:19]=3)[S:14][CH2:13]2)=[CH:29][CH:28]=1. The yield is 0.990. (2) The reactants are [Br:1][C:2]1[CH:14]=[C:13]2[C:5]([C:6]3[C:7](=[O:33])[C:8]4[CH:24]=[CH:23][C:22]([O:25][CH2:26][C@@H:27]([OH:32])[C@H:28]([OH:31])[CH2:29][OH:30])=[CH:21][C:9]=4[C:10]([CH3:20])([CH3:19])[C:11]=3[N:12]2[CH2:15][C:16]([OH:18])=[O:17])=[CH:4][CH:3]=1.[CH3:34][Si](C=[N+]=[N-])(C)C. The catalyst is CO. The product is [CH3:34][O:17][C:16](=[O:18])[CH2:15][N:12]1[C:11]2[C:10]([CH3:20])([CH3:19])[C:9]3[CH:21]=[C:22]([O:25][CH2:26][C@@H:27]([OH:32])[C@H:28]([OH:31])[CH2:29][OH:30])[CH:23]=[CH:24][C:8]=3[C:7](=[O:33])[C:6]=2[C:5]2[C:13]1=[CH:14][C:2]([Br:1])=[CH:3][CH:4]=2. The yield is 0.960.